Dataset: Catalyst prediction with 721,799 reactions and 888 catalyst types from USPTO. Task: Predict which catalyst facilitates the given reaction. (1) Reactant: C(NC(C)C)(C)C.[CH3:8][N:9]([CH3:30])[CH:10]1[CH2:14][CH2:13][N:12]([C:15]2[CH:20]=[CH:19][C:18]([NH:21][C:22]([C:24]3[O:25][C:26](Br)=[CH:27][CH:28]=3)=[O:23])=[CH:17][CH:16]=2)[CH2:11]1.[C:31]([C:33]1[CH:38]=[CH:37][C:36]([CH3:39])=[CH:35][CH:34]=1)#[CH:32]. Product: [CH3:8][N:9]([CH3:30])[CH:10]1[CH2:14][CH2:13][N:12]([C:15]2[CH:20]=[CH:19][C:18]([NH:21][C:22]([C:24]3[O:25][C:26]([C:32]#[C:31][C:33]4[CH:38]=[CH:37][C:36]([CH3:39])=[CH:35][CH:34]=4)=[CH:27][CH:28]=3)=[O:23])=[CH:17][CH:16]=2)[CH2:11]1. The catalyst class is: 3. (2) Reactant: [F:1][C:2]1[CH:3]=[N:4][C:5]([NH:11][CH:12]2[CH2:16][CH2:15][S:14][CH2:13]2)=[C:6]([CH:10]=1)[C:7]([OH:9])=O.[NH2:17][C@@H:18]1[CH2:23][CH2:22][C@H:21]([NH:24][C:25](=[O:31])[O:26][C:27]([CH3:30])([CH3:29])[CH3:28])[CH2:20][CH2:19]1.CN(C(ON1N=NC2C=CC=NC1=2)=[N+](C)C)C.F[P-](F)(F)(F)(F)F.C1C=NC2N(O)N=NC=2C=1.CCN(C(C)C)C(C)C. Product: [C:27]([O:26][C:25](=[O:31])[NH:24][C@H:21]1[CH2:20][CH2:19][C@@H:18]([NH:17][C:7]([C:6]2[C:5]([NH:11][CH:12]3[CH2:16][CH2:15][S:14][CH2:13]3)=[N:4][CH:3]=[C:2]([F:1])[CH:10]=2)=[O:9])[CH2:23][CH2:22]1)([CH3:30])([CH3:28])[CH3:29]. The catalyst class is: 514. (3) The catalyst class is: 3. Product: [CH3:5][CH2:6][CH2:7][CH:12]([CH3:3])[CH3:11].[F:29][C:30]1[CH:37]=[CH:36][CH:35]=[CH:34][C:31]=1[CH2:32][N:20]1[CH:19]([C:17]([N:4]2[CH2:5][CH2:6][C:7]3[C:12](=[CH:11][C:10]([O:13][CH3:14])=[C:9]([O:40][CH3:38])[CH:8]=3)[C@H:3]2[CH2:2][OH:1])=[O:18])[CH2:28][C:27]2[C:22](=[CH:23][CH:24]=[CH:25][CH:26]=2)[CH2:21]1. Reactant: [OH:1][CH2:2][CH:3]1[C:12]2[C:7](=[CH:8][CH:9]=[C:10]([O:13][CH:14](C)C)[CH:11]=2)[CH2:6][CH2:5][N:4]1[C:17]([C@@H:19]1[CH2:28][C:27]2[C:22](=[CH:23][CH:24]=[CH:25][CH:26]=2)[CH2:21][NH:20]1)=[O:18].[F:29][C:30]1[CH:37]=[CH:36][CH:35]=[CH:34][C:31]=1[CH:32]=O.[C:38](O)(=[O:40])C.C(O[BH-](OC(=O)C)OC(=O)C)(=O)C.[Na+]. (4) Reactant: [Br:1][C:2]1[CH:3]=[C:4]([N:8]2[CH2:13][CH2:12][NH:11][CH2:10][CH2:9]2)[CH:5]=[CH:6][CH:7]=1.C([O-])([O-])=O.[Na+].[Na+].[CH3:20][C:21]([O:24][C:25](O[C:25]([O:24][C:21]([CH3:23])([CH3:22])[CH3:20])=[O:26])=[O:26])([CH3:23])[CH3:22].O. Product: [Br:1][C:2]1[CH:3]=[C:4]([N:8]2[CH2:13][CH2:12][N:11]([C:25]([O:24][C:21]([CH3:23])([CH3:22])[CH3:20])=[O:26])[CH2:10][CH2:9]2)[CH:5]=[CH:6][CH:7]=1. The catalyst class is: 20.